Dataset: Forward reaction prediction with 1.9M reactions from USPTO patents (1976-2016). Task: Predict the product of the given reaction. (1) Given the reactants [CH2:1]([O:3][C:4](=[O:28])[CH2:5][C:6]1[CH:11]=[CH:10][C:9]([O:12][CH3:13])=[C:8]([O:14][C:15]2[CH:20]=[CH:19][C:18]([NH2:21])=[CH:17][C:16]=2[CH2:22][S:23][C:24]([CH3:27])([CH3:26])[CH3:25])[CH:7]=1)[CH3:2].[Cl:29][C:30]1[CH:31]=[C:32]([CH:36]=[C:37]([Cl:39])[CH:38]=1)[C:33](Cl)=[O:34], predict the reaction product. The product is: [CH2:1]([O:3][C:4](=[O:28])[CH2:5][C:6]1[CH:11]=[CH:10][C:9]([O:12][CH3:13])=[C:8]([O:14][C:15]2[CH:20]=[CH:19][C:18]([NH:21][C:33](=[O:34])[C:32]3[CH:31]=[C:30]([Cl:29])[CH:38]=[C:37]([Cl:39])[CH:36]=3)=[CH:17][C:16]=2[CH2:22][S:23][C:24]([CH3:27])([CH3:26])[CH3:25])[CH:7]=1)[CH3:2]. (2) Given the reactants Br[CH2:2][C:3]([NH:5][C:6]1[C:11]([CH:12]([CH3:14])[CH3:13])=[CH:10][CH:9]=[C:8]([F:15])[C:7]=1[CH:16]([CH3:18])[CH3:17])=[O:4].[OH:19][CH2:20][CH2:21][N:22]1[CH2:27][CH2:26][NH:25][CH2:24][CH2:23]1.C(=O)([O-])[O-].[K+].[K+], predict the reaction product. The product is: [OH:19][CH2:20][CH2:21][N:22]1[CH2:27][CH2:26][N:25]([CH2:2][C:3]([NH:5][C:6]2[C:11]([CH:12]([CH3:14])[CH3:13])=[CH:10][CH:9]=[C:8]([F:15])[C:7]=2[CH:16]([CH3:18])[CH3:17])=[O:4])[CH2:24][CH2:23]1. (3) Given the reactants [C:1]([O:5][C:6]([N:8]1[C:16]2[C:11](=[CH:12][C:13]([OH:17])=[CH:14][CH:15]=2)[CH2:10][CH2:9]1)=[O:7])([CH3:4])([CH3:3])[CH3:2].C([O-])([O-])=O.[K+].[K+].[Br:24][CH:25]=[CH:26][CH2:27][CH2:28]Br, predict the reaction product. The product is: [C:1]([O:5][C:6]([N:8]1[C:16]2[C:11](=[CH:12][C:13]([O:17][CH2:28][CH:27]=[CH:26][CH2:25][Br:24])=[CH:14][CH:15]=2)[CH2:10][CH2:9]1)=[O:7])([CH3:4])([CH3:2])[CH3:3]. (4) The product is: [F:24][C:25]1[CH:26]=[CH:27][C:28]([CH2:29][CH2:30][N:31]2[CH2:36][CH2:35][N:34]([C:2]3[CH:3]=[CH:4][C:5]4[C:6]5[CH2:15][N:14]([C:16]([O:18][C:19]([CH3:22])([CH3:21])[CH3:20])=[O:17])[CH:13]([CH3:23])[CH2:12][C:7]=5[N:8]([CH3:11])[C:9]=4[CH:10]=3)[C:33](=[O:37])[CH2:32]2)=[CH:38][CH:39]=1. Given the reactants Br[C:2]1[CH:3]=[CH:4][C:5]2[C:6]3[CH2:15][N:14]([C:16]([O:18][C:19]([CH3:22])([CH3:21])[CH3:20])=[O:17])[CH:13]([CH3:23])[CH2:12][C:7]=3[N:8]([CH3:11])[C:9]=2[CH:10]=1.[F:24][C:25]1[CH:39]=[CH:38][C:28]([CH2:29][CH2:30][N:31]2[CH2:36][CH2:35][NH:34][C:33](=[O:37])[CH2:32]2)=[CH:27][CH:26]=1, predict the reaction product. (5) Given the reactants [F:1][C:2]1[CH:9]=[CH:8][C:7]([C:10](=[O:25])[C:11]2[CH:16]=[C:15]([O:17][C:18]([F:23])([F:22])[CH:19]([F:21])[F:20])[CH:14]=[C:13]([F:24])[CH:12]=2)=[CH:6][C:3]=1[C:4]#[N:5].[O:26](C(OC(C)(C)C)=O)[C:27]([O:29][C:30]([CH3:33])([CH3:32])[CH3:31])=O.[BH4-].[Na+], predict the reaction product. The product is: [F:1][C:2]1[CH:9]=[CH:8][C:7]([CH:10]([C:11]2[CH:16]=[C:15]([O:17][C:18]([F:23])([F:22])[CH:19]([F:20])[F:21])[CH:14]=[C:13]([F:24])[CH:12]=2)[OH:25])=[CH:6][C:3]=1[CH2:4][NH:5][C:27](=[O:26])[O:29][C:30]([CH3:33])([CH3:32])[CH3:31]. (6) Given the reactants [F:1][CH:2]([F:20])[O:3][C:4]1[CH:11]=[C:10]([CH2:12][CH2:13][N:14]2[CH2:19][CH2:18][NH:17][CH2:16][CH2:15]2)[CH:9]=[CH:8][C:5]=1[C:6]#[N:7].[O:21]=[C:22]1[C:26]2[CH:27]=[CH:28][C:29]([CH2:31][CH:32]=O)=[CH:30][C:25]=2[CH2:24][O:23]1.[BH-](OC(C)=O)(OC(C)=O)OC(C)=O.[Na+], predict the reaction product. The product is: [F:20][CH:2]([F:1])[O:3][C:4]1[CH:11]=[C:10]([CH2:12][CH2:13][N:14]2[CH2:19][CH2:18][N:17]([CH2:32][CH2:31][C:29]3[CH:28]=[CH:27][C:26]4[C:22](=[O:21])[O:23][CH2:24][C:25]=4[CH:30]=3)[CH2:16][CH2:15]2)[CH:9]=[CH:8][C:5]=1[C:6]#[N:7]. (7) Given the reactants C1(O[C:8](=[O:29])[NH:9][C:10]2[S:14][N:13]=[C:12]([O:15][CH2:16][C:17]3[C:22]([F:23])=[CH:21][C:20]([Cl:24])=[CH:19][C:18]=3[F:25])[C:11]=2[C:26](=[O:28])[NH2:27])C=CC=CC=1.[CH3:30][N:31]1[CH2:36][CH2:35][N:34]([CH2:37][CH2:38][CH2:39][NH2:40])[CH2:33][CH2:32]1, predict the reaction product. The product is: [ClH:24].[Cl:24][C:20]1[CH:19]=[C:18]([F:25])[C:17]([CH2:16][O:15][C:12]2[C:11]([C:26]([NH2:27])=[O:28])=[C:10]([NH:9][C:8]([NH:40][CH2:39][CH2:38][CH2:37][N:34]3[CH2:33][CH2:32][N:31]([CH3:30])[CH2:36][CH2:35]3)=[O:29])[S:14][N:13]=2)=[C:22]([F:23])[CH:21]=1. (8) The product is: [CH2:19]([O:22][C:7]1[N:6]=[C:5]([C:3]([OH:2])=[O:4])[CH:10]=[N:9][C:8]=1[N:23]1[CH2:27][CH2:26][CH2:25][CH2:24]1)[CH2:20][CH3:21]. Given the reactants C[O:2][C:3]([C:5]1[CH:10]=[N:9][C:8](Cl)=[C:7](Br)[N:6]=1)=[O:4].C([O-])([O-])=O.[Cs+].[Cs+].[CH2:19]([OH:22])[CH2:20][CH3:21].[NH:23]1[CH2:27][CH2:26][CH2:25][CH2:24]1.[OH-].[K+], predict the reaction product. (9) Given the reactants C[O:2][C:3]([C:5]1[CH:13]=[C:12]2[C:8]([C:9]([CH:32]3[CH2:37][CH2:36][CH2:35][CH2:34][CH2:33]3)=[C:10]([C:23]3[CH:28]=[CH:27][C:26]([NH2:29])=[C:25]([CH:30]=O)[CH:24]=3)[N:11]2[CH2:14][C:15]([N:17]2[CH2:22][CH2:21][O:20][CH2:19][CH2:18]2)=[O:16])=[CH:7][CH:6]=1)=[O:4].[CH3:38][C:39]1[O:40][C:41]([C:45](=O)[CH3:46])=[C:42]([CH3:44])[N:43]=1, predict the reaction product. The product is: [CH:32]1([C:9]2[C:8]3[C:12](=[CH:13][C:5]([C:3]([OH:4])=[O:2])=[CH:6][CH:7]=3)[N:11]([CH2:14][C:15]([N:17]3[CH2:18][CH2:19][O:20][CH2:21][CH2:22]3)=[O:16])[C:10]=2[C:23]2[CH:24]=[C:25]3[C:26](=[CH:27][CH:28]=2)[N:29]=[C:45]([C:41]2[O:40][C:39]([CH3:38])=[N:43][C:42]=2[CH3:44])[CH:46]=[CH:30]3)[CH2:37][CH2:36][CH2:35][CH2:34][CH2:33]1.